Dataset: Catalyst prediction with 721,799 reactions and 888 catalyst types from USPTO. Task: Predict which catalyst facilitates the given reaction. (1) Reactant: [CH3:1][O:2][C:3]([C:5]1([CH2:17][N:18]([CH3:20])[CH3:19])[CH2:9][CH2:8][N:7](CC2C=CC=CC=2)[CH2:6]1)=[O:4].[H][H]. Product: [CH3:1][O:2][C:3]([C:5]1([CH2:17][N:18]([CH3:19])[CH3:20])[CH2:9][CH2:8][NH:7][CH2:6]1)=[O:4]. The catalyst class is: 43. (2) Reactant: [CH3:1][O:2][C:3](=[O:16])[CH:4]=[CH:5][C:6]1[CH:11]=[CH:10][CH:9]=[C:8]([S:12](Cl)(=[O:14])=[O:13])[CH:7]=1.[NH2:17][C:18]1[C:27]2[C:22](=[CH:23][CH:24]=[CH:25][CH:26]=2)[CH:21]=[CH:20][CH:19]=1.C([O-])(O)=O.[Na+]. Product: [CH3:1][O:2][C:3](=[O:16])[CH:4]=[CH:5][C:6]1[CH:11]=[CH:10][CH:9]=[C:8]([S:12](=[O:14])(=[O:13])[NH:17][C:18]2[C:27]3[C:22](=[CH:23][CH:24]=[CH:25][CH:26]=3)[CH:21]=[CH:20][CH:19]=2)[CH:7]=1. The catalyst class is: 38. (3) Reactant: [F:1][C:2]1[CH:3]=[C:4]([CH:16]=[CH:17][C:18]=1[F:19])[CH2:5][CH:6]1[CH2:11][CH:10]([C:12]([O:14][CH3:15])=[O:13])[CH2:9][CH2:8][NH:7]1.CCN(C(C)C)C(C)C.[C:29](Cl)(=[O:32])[O:30][CH3:31]. Product: [F:1][C:2]1[CH:3]=[C:4]([CH:16]=[CH:17][C:18]=1[F:19])[CH2:5][CH:6]1[CH2:11][CH:10]([C:12]([O:14][CH3:15])=[O:13])[CH2:9][CH2:8][N:7]1[C:29]([O:30][CH3:31])=[O:32]. The catalyst class is: 2. (4) Reactant: [CH3:1][C:2]1[NH:3][C:4](=[O:12])[C:5]2[C:10]([CH:11]=1)=[CH:9][CH:8]=[CH:7][CH:6]=2.C1C=CC(C2C=CC(C3OC(C4C=CC=CC=4)=CN=3)=CC=2)=CC=1.[Br:36]N1C(=O)CCC1=O. Product: [Br:36][CH2:1][C:2]1[NH:3][C:4](=[O:12])[C:5]2[C:10]([CH:11]=1)=[CH:9][CH:8]=[CH:7][CH:6]=2. The catalyst class is: 25. (5) Reactant: [C:1]([NH:5][C:6]([C:8]1[S:9][C:10]([C:13]2[CH:18]=[C:17]([C:19](=[O:24])[NH:20][CH:21]3[CH2:23][CH2:22]3)[CH:16]=[CH:15][C:14]=2[CH3:25])=[CH:11][CH:12]=1)=[O:7])([CH3:4])([CH3:3])[CH3:2].C1C[O:29][CH2:28]C1.C([Li])CCC.CN(C=O)C. Product: [C:1]([NH:5][C:6]([C:8]1[S:9][C:10]([C:13]2[CH:18]=[C:17]([C:19](=[O:24])[NH:20][CH:21]3[CH2:23][CH2:22]3)[CH:16]=[CH:15][C:14]=2[CH3:25])=[CH:11][C:12]=1[CH:28]=[O:29])=[O:7])([CH3:4])([CH3:3])[CH3:2]. The catalyst class is: 25. (6) Reactant: [F:1][C:2]1[C:31]([F:32])=[CH:30][CH:29]=[CH:28][C:3]=1[CH2:4][NH:5][C:6]1[C:11]([C:12]([NH2:14])=[O:13])=[CH:10][N:9]=[C:8]([NH:15][C:16]2[CH:21]=[CH:20][C:19]([CH:22]3[CH2:27][CH2:26][NH:25][CH2:24][CH2:23]3)=[CH:18][CH:17]=2)[CH:7]=1.CCN(C(C)C)C(C)C.F[C:43]1[CH:48]=[CH:47][CH:46]=[CH:45][N:44]=1.C(O)(C(F)(F)F)=O. Product: [F:1][C:2]1[C:31]([F:32])=[CH:30][CH:29]=[CH:28][C:3]=1[CH2:4][NH:5][C:6]1[C:11]([C:12]([NH2:14])=[O:13])=[CH:10][N:9]=[C:8]([NH:15][C:16]2[CH:17]=[CH:18][C:19]([CH:22]3[CH2:23][CH2:24][N:25]([C:43]4[CH:48]=[CH:47][CH:46]=[CH:45][N:44]=4)[CH2:26][CH2:27]3)=[CH:20][CH:21]=2)[CH:7]=1. The catalyst class is: 37. (7) Product: [Br:23][CH:22]1[CH:10]([CH:11]2[CH:12]=[CH:12][CH2:11][CH2:10][CH2:19]2)[CH2:19][CH2:18][C:13]2([O:14][CH2:15][CH2:16][O:17]2)[CH2:21]1.[O:8]1[CH:6]=[CH:5][N:9]=[CH:10][CH2:19]1. The catalyst class is: 3. Reactant: BrC1C=C[C:5]([NH:9][CH:10]2[CH2:19][CH2:18][C:13]3([O:17][CH2:16][CH2:15][O:14]3)[CH2:12][CH2:11]2)=[C:6]([OH:8])C=1.Br[CH2:21][CH2:22][Br:23].C(=O)([O-])[O-].[K+].[K+]. (8) Reactant: [CH2:1]1[C:9]2[C:4](=[CH:5][C:6]([C:10]3[N:14]([CH3:15])[N:13]=[C:12]([C:16](=O)[CH3:17])[C:11]=3[OH:19])=[CH:7][CH:8]=2)[CH2:3][CH2:2]1.[NH:20]([C:22]([N:24]1[CH2:29][CH2:28][CH:27]([C:30]([O:32][CH3:33])=[O:31])[CH2:26][CH2:25]1)=[S:23])[NH2:21].Cl.C(OCC)(=O)C. Product: [CH2:1]1[C:9]2[C:4](=[CH:5][C:6]([C:10]3[N:14]([CH3:15])[N:13]=[C:12]([C:16](=[N:21][NH:20][C:22]([N:24]4[CH2:29][CH2:28][CH:27]([C:30]([O:32][CH3:33])=[O:31])[CH2:26][CH2:25]4)=[S:23])[CH3:17])[C:11]=3[OH:19])=[CH:7][CH:8]=2)[CH2:3][CH2:2]1. The catalyst class is: 9. (9) Reactant: [C:1]([O:5][CH2:6][CH3:7])(=[O:4])[CH2:2][OH:3].[H-].[Na+].Cl[C:11]1[CH2:16][CH2:15][N:14]([S:17]([C:20]2[CH:25]=[CH:24][C:23]([CH3:26])=[CH:22][CH:21]=2)(=[O:19])=[O:18])[CH2:13][C:12]=1[CH:27]=O. Product: [CH3:26][C:23]1[CH:24]=[CH:25][C:20]([S:17]([N:14]2[CH2:15][CH2:16][C:11]3[O:3][C:2]([C:1]([O:5][CH2:6][CH3:7])=[O:4])=[CH:27][C:12]=3[CH2:13]2)(=[O:18])=[O:19])=[CH:21][CH:22]=1. The catalyst class is: 1.